From a dataset of Catalyst prediction with 721,799 reactions and 888 catalyst types from USPTO. Predict which catalyst facilitates the given reaction. (1) Reactant: [Zn:1].[SH:2][C:3]1[S:4][C:5]2[CH:11]=[CH:10][CH:9]=[CH:8][C:6]=2[N:7]=1.N. Product: [SH:2][C:3]1[S:4][C:5]2[CH:11]=[CH:10][CH:9]=[CH:8][C:6]=2[N:7]=1.[Zn:1]. The catalyst class is: 74. (2) Reactant: [CH3:1][N:2]1[C:11]2[C:6](=[CH:7][CH:8]=[CH:9][C:10]=2[CH:12]2[CH2:14][O:13]2)[CH:5]=[CH:4][C:3]1=[O:15]. Product: [CH3:1][N:2]1[C:11]2[C:6](=[CH:7][CH:8]=[CH:9][C:10]=2[CH2:12][CH:14]=[O:13])[CH:5]=[CH:4][C:3]1=[O:15]. The catalyst class is: 29. (3) Reactant: [NH2:1][C:2](=[O:36])[CH2:3][O:4][C:5]1[C:9]([O:10]CC2C=CC=CC=2)=[C:8]([C:18]([O:20][CH2:21][CH3:22])=[O:19])[N:7]([C:23]2[CH:28]=[CH:27][C:26]([O:29][CH3:30])=[CH:25][CH:24]=2)[C:6]=1[C:31]([O:33][CH2:34][CH3:35])=[O:32]. Product: [NH2:1][C:2](=[O:36])[CH2:3][O:4][C:5]1[C:9]([OH:10])=[C:8]([C:18]([O:20][CH2:21][CH3:22])=[O:19])[N:7]([C:23]2[CH:28]=[CH:27][C:26]([O:29][CH3:30])=[CH:25][CH:24]=2)[C:6]=1[C:31]([O:33][CH2:34][CH3:35])=[O:32]. The catalyst class is: 19.